This data is from Catalyst prediction with 721,799 reactions and 888 catalyst types from USPTO. The task is: Predict which catalyst facilitates the given reaction. (1) Reactant: [OH:1][CH:2]([C:14]1[CH:19]=[CH:18][C:17]([C:20]2[N:24]=[C:23]([C:25]3[O:29][N:28]=[C:27]([C:30]4[CH:35]=[CH:34][CH:33]=[CH:32][CH:31]=4)[C:26]=3[C:36]([F:39])([F:38])[F:37])[O:22][N:21]=2)=[CH:16][CH:15]=1)[C:3]([NH:5][CH2:6][C:7]([O:9]C(C)(C)C)=[O:8])=[O:4]. Product: [OH:1][CH:2]([C:14]1[CH:15]=[CH:16][C:17]([C:20]2[N:24]=[C:23]([C:25]3[O:29][N:28]=[C:27]([C:30]4[CH:31]=[CH:32][CH:33]=[CH:34][CH:35]=4)[C:26]=3[C:36]([F:37])([F:38])[F:39])[O:22][N:21]=2)=[CH:18][CH:19]=1)[C:3]([NH:5][CH2:6][C:7]([OH:9])=[O:8])=[O:4]. The catalyst class is: 157. (2) Reactant: [CH:1]1([N:7]2[CH2:11][CH2:10][CH:9]([CH2:12][C:13]3[CH:14]=[C:15]4[C:20](=[CH:21][CH:22]=3)[C:19]([C:23]3[CH:32]=[CH:31][C:26]([C:27]([O:29]C)=[O:28])=[CH:25][CH:24]=3)=[CH:18][CH:17]=[CH:16]4)[C:8]2=[O:33])[CH2:6][CH2:5][CH2:4][CH2:3][CH2:2]1.O[Li].O.O1CCOCC1.Cl. Product: [CH:1]1([N:7]2[CH2:11][CH2:10][CH:9]([CH2:12][C:13]3[CH:14]=[C:15]4[C:20](=[CH:21][CH:22]=3)[C:19]([C:23]3[CH:32]=[CH:31][C:26]([C:27]([OH:29])=[O:28])=[CH:25][CH:24]=3)=[CH:18][CH:17]=[CH:16]4)[C:8]2=[O:33])[CH2:2][CH2:3][CH2:4][CH2:5][CH2:6]1. The catalyst class is: 6.